From a dataset of Catalyst prediction with 721,799 reactions and 888 catalyst types from USPTO. Predict which catalyst facilitates the given reaction. (1) Product: [C:58]([NH:57][CH2:56][CH2:55][NH:54][C:17]([C:16]1[CH:15]=[N:14][N:11]2[C:12]([CH3:13])=[C:7]([CH2:6][C:5]3[CH:20]=[CH:21][C:2]([F:1])=[C:3]([O:22][C:23]([F:26])([F:25])[F:24])[CH:4]=3)[CH:8]=[N:9][C:10]=12)=[O:18])(=[O:60])[CH3:59]. Reactant: [F:1][C:2]1[CH:21]=[CH:20][C:5]([CH2:6][C:7]2[CH:8]=[N:9][C:10]3[N:11]([N:14]=[CH:15][C:16]=3[C:17](O)=[O:18])[C:12]=2[CH3:13])=[CH:4][C:3]=1[O:22][C:23]([F:26])([F:25])[F:24].CCCP1(OP(CCC)(=O)OP(CCC)(=O)O1)=O.C(N(CC)C(C)C)(C)C.[NH2:54][CH2:55][CH2:56][NH:57][C:58](=[O:60])[CH3:59]. The catalyst class is: 3. (2) Reactant: [CH3:1][C:2]1[N:6]([CH:7]2[CH2:13][C@H:12]3[N:14]([CH2:15][CH2:16][C:17]4([C:35]5[CH:40]=[CH:39][CH:38]=[CH:37][C:36]=5[CH3:41])[CH2:22][CH2:21][N:20]([C:23]([C:25]5[CH:26]=[C:27]([CH:32]=[CH:33][CH:34]=5)[C:28]([O:30]C)=[O:29])=[O:24])[CH2:19][CH2:18]4)[C@H:9]([CH2:10][CH2:11]3)[CH2:8]2)[C:5]2[CH:42]=[CH:43][CH:44]=[CH:45][C:4]=2[N:3]=1.[OH-].[Na+]. Product: [CH3:1][C:2]1[N:6]([CH:7]2[CH2:13][C@H:12]3[N:14]([CH2:15][CH2:16][C:17]4([C:35]5[CH:40]=[CH:39][CH:38]=[CH:37][C:36]=5[CH3:41])[CH2:22][CH2:21][N:20]([C:23]([C:25]5[CH:26]=[C:27]([CH:32]=[CH:33][CH:34]=5)[C:28]([OH:30])=[O:29])=[O:24])[CH2:19][CH2:18]4)[C@H:9]([CH2:10][CH2:11]3)[CH2:8]2)[C:5]2[CH:42]=[CH:43][CH:44]=[CH:45][C:4]=2[N:3]=1. The catalyst class is: 5. (3) Reactant: [S:1]1CS[C:2]1=[C:5]([C:17]1[CH:22]=[CH:21][N:20]=[CH:19][CH:18]=1)[C:6]([C:8]1[CH:13]=[CH:12][CH:11]=[C:10]([N+:14]([O-:16])=[O:15])[CH:9]=1)=O.O.[NH2:24][NH2:25]. Product: [N+:14]([C:10]1[CH:9]=[C:8]([C:6]2[C:5]([C:17]3[CH:22]=[CH:21][N:20]=[CH:19][CH:18]=3)=[C:2]([SH:1])[NH:24][N:25]=2)[CH:13]=[CH:12][CH:11]=1)([O-:16])=[O:15]. The catalyst class is: 8.